Dataset: Full USPTO retrosynthesis dataset with 1.9M reactions from patents (1976-2016). Task: Predict the reactants needed to synthesize the given product. (1) The reactants are: [Cl:1][C:2]1[CH:3]=[N:4][C:5]2[N:6]([N:8]=[C:9]([C:11]([OH:13])=O)[CH:10]=2)[CH:7]=1.[CH3:14][O:15][C:16]1[C:21]([C:22]2[CH:31]=[CH:30][CH:29]=[C:28]3[C:23]=2[CH2:24][CH2:25][NH:26][CH:27]3[CH3:32])=[CH:20][CH:19]=[C:18]([O:33][CH3:34])[N:17]=1. Given the product [Cl:1][C:2]1[CH:3]=[N:4][C:5]2[N:6]([N:8]=[C:9]([C:11]([N:26]3[CH2:25][CH2:24][C:23]4[C:28](=[CH:29][CH:30]=[CH:31][C:22]=4[C:21]4[C:16]([O:15][CH3:14])=[N:17][C:18]([O:33][CH3:34])=[CH:19][CH:20]=4)[CH:27]3[CH3:32])=[O:13])[CH:10]=2)[CH:7]=1, predict the reactants needed to synthesize it. (2) The reactants are: [Br:1][C:2]1[CH:6]=[N:5][N:4]([CH3:7])[C:3]=1[C:8]1[CH:9]=[C:10]([NH2:23])[CH:11]=[CH:12][C:13]=1[O:14][CH2:15][CH2:16][C:17]1[CH:22]=[CH:21][CH:20]=[CH:19][CH:18]=1.[F:24][C:25]1[CH:30]=[CH:29][C:28]([N:31]=[C:32]=[O:33])=[CH:27][CH:26]=1. Given the product [Br:1][C:2]1[CH:6]=[N:5][N:4]([CH3:7])[C:3]=1[C:8]1[CH:9]=[C:10]([NH:23][C:32]([NH:31][C:28]2[CH:29]=[CH:30][C:25]([F:24])=[CH:26][CH:27]=2)=[O:33])[CH:11]=[CH:12][C:13]=1[O:14][CH2:15][CH2:16][C:17]1[CH:18]=[CH:19][CH:20]=[CH:21][CH:22]=1, predict the reactants needed to synthesize it. (3) Given the product [Br:3][CH2:4][CH:5]([C:7]1[CH:8]=[N:9][CH:10]=[CH:11][CH:12]=1)[OH:6], predict the reactants needed to synthesize it. The reactants are: [BH4-].[Na+].[Br:3][CH2:4][C:5]([C:7]1[CH:8]=[N:9][CH:10]=[CH:11][CH:12]=1)=[O:6].C(OCC)(=O)C. (4) Given the product [Br:18][C:19]1[CH:20]=[C:21]([CH:25]=[C:26]([CH3:28])[N:27]=1)[C:22]([NH:17][CH:15]([C:5]1[CH:6]=[N:7][C:8]([O:9][CH2:10][C:11]([F:12])([F:13])[F:14])=[C:3]([Cl:2])[CH:4]=1)[CH3:16])=[O:23], predict the reactants needed to synthesize it. The reactants are: Cl.[Cl:2][C:3]1[CH:4]=[C:5]([CH:15]([NH2:17])[CH3:16])[CH:6]=[N:7][C:8]=1[O:9][CH2:10][C:11]([F:14])([F:13])[F:12].[Br:18][C:19]1[CH:20]=[C:21]([CH:25]=[C:26]([CH3:28])[N:27]=1)[C:22](O)=[O:23].